Predict the reactants needed to synthesize the given product. From a dataset of Full USPTO retrosynthesis dataset with 1.9M reactions from patents (1976-2016). (1) Given the product [CH3:1][C:2]1([C:15]([OH:17])=[O:16])[C:3]2[CH:4]=[CH:5][CH:6]=[CH:7][C:8]=2[C:9]2[C:14]1=[CH:13][CH:12]=[CH:11][CH:10]=2, predict the reactants needed to synthesize it. The reactants are: [CH3:1][C:2]1([C:15]([O:17]C)=[O:16])[C:14]2[CH:13]=[CH:12][CH:11]=[CH:10][C:9]=2[C:8]2[C:3]1=[CH:4][CH:5]=[CH:6][CH:7]=2.[OH-].[Na+]. (2) Given the product [Br:36][C:7]1[C:8]([CH2:17][CH2:18][CH2:19][O:20][CH3:21])=[CH:9][C:10]([CH2:12][CH2:13][CH2:14][O:15][CH3:16])=[CH:11][C:6]=1[C:5]([NH:4][CH:1]1[CH2:3][CH2:2]1)=[O:22], predict the reactants needed to synthesize it. The reactants are: [CH:1]1([NH:4][C:5](=[O:22])[C:6]2[CH:11]=[C:10]([CH2:12][CH2:13][CH2:14][O:15][CH3:16])[CH:9]=[C:8]([CH2:17][CH2:18][CH2:19][O:20][CH3:21])[CH:7]=2)[CH2:3][CH2:2]1.CN(CCN(C)C)C.C([Li])(C)(C)C.[Br:36]C(F)(F)C(F)(F)Br. (3) The reactants are: Br[C:2]1[CH:3]=[CH:4][C:5]([CH3:20])=[C:6]([CH:8]2[C:13](=[O:14])[C:12]([CH3:16])([CH3:15])[O:11][C:10]([CH3:18])([CH3:17])[C:9]2=[O:19])[CH:7]=1.[CH3:21][C:22]1[N:23]=[CH:24][S:25][CH:26]=1.C1(P(C2C=CC=CC=2)C2C=CC=CC=2)C=CC=CC=1. Given the product [CH3:20][C:5]1[CH:4]=[CH:3][C:2]([C:24]2[S:25][CH:26]=[C:22]([CH3:21])[N:23]=2)=[CH:7][C:6]=1[CH:8]1[C:13](=[O:14])[C:12]([CH3:16])([CH3:15])[O:11][C:10]([CH3:18])([CH3:17])[C:9]1=[O:19], predict the reactants needed to synthesize it. (4) Given the product [CH2:1]([O:3][C:4]([C:6]1[CH:7]=[C:8]2[C:13](=[CH:14][CH:15]=1)[NH:12][CH:11]([C:16]1[CH:17]=[C:18]([C:32]3[CH:33]=[CH:34][C:29]([C:25]([CH3:28])([CH3:27])[CH3:26])=[CH:30][CH:31]=3)[CH:19]=[CH:20][CH:21]=1)[C:10]([CH3:24])([CH3:23])[CH2:9]2)=[O:5])[CH3:2], predict the reactants needed to synthesize it. The reactants are: [CH2:1]([O:3][C:4]([C:6]1[CH:7]=[C:8]2[C:13](=[CH:14][CH:15]=1)[NH:12][CH:11]([C:16]1[CH:21]=[CH:20][CH:19]=[C:18](Br)[CH:17]=1)[C:10]([CH3:24])([CH3:23])[CH2:9]2)=[O:5])[CH3:2].[C:25]([C:29]1[CH:34]=[CH:33][C:32](B(O)O)=[CH:31][CH:30]=1)([CH3:28])([CH3:27])[CH3:26].C(=O)([O-])[O-].[Na+].[Na+].C(OCC)(=O)C. (5) Given the product [CH2:1]([N:8]1[C@@H:13]2[C@:14]([F:27])([C:16]3[N:20]([CH2:21][O:22][CH2:23][CH2:24][O:25][CH3:26])[N:19]=[N:18][N:17]=3)[CH2:15][C@@:9]1([C:29]1[CH:34]=[CH:33][CH:32]=[CH:31][CH:30]=1)[C@H:10]([O:28][CH2:60][C:59]1[CH:62]=[C:63]([C:65]([F:67])([F:68])[F:66])[CH:64]=[C:57]([C:56]([F:55])([F:69])[F:70])[CH:58]=1)[CH2:11][CH2:12]2)[C:2]1[CH:7]=[CH:6][CH:5]=[CH:4][CH:3]=1, predict the reactants needed to synthesize it. The reactants are: [CH2:1]([N:8]1[C@@H:13]2[C@:14]([F:27])([C:16]3[N:20]([CH2:21][O:22][CH2:23][CH2:24][O:25][CH3:26])[N:19]=[N:18][N:17]=3)[CH2:15][C@@:9]1([C:29]1[CH:34]=[CH:33][CH:32]=[CH:31][CH:30]=1)[C@H:10]([OH:28])[CH2:11][CH2:12]2)[C:2]1[CH:7]=[CH:6][CH:5]=[CH:4][CH:3]=1.[H-].[Na+].C1OCCOCCOCCOCCOCCOC1.[F:55][C:56]([F:70])([F:69])[C:57]1[CH:58]=[C:59]([CH:62]=[C:63]([C:65]([F:68])([F:67])[F:66])[CH:64]=1)[CH2:60]Br. (6) Given the product [CH3:23][O:22][C:19]1[CH:18]=[CH:17][C:16]([C:9]([NH:24][C:25]2[CH2:26][O:27][C:28]([CH3:50])([CH3:51])[C:29]([F:49])([F:48])[C@:30]([C:33]3[CH:38]=[C:37]([C:58]4[O:59][C:60]5[CH:66]=[C:65]([Cl:67])[CH:64]=[CH:63][C:61]=5[N:62]=4)[CH:36]=[CH:35][C:34]=3[F:47])([CH3:32])[N:31]=2)([C:6]2[CH:5]=[CH:4][C:3]([O:2][CH3:1])=[CH:8][CH:7]=2)[C:10]2[CH:11]=[CH:12][CH:13]=[CH:14][CH:15]=2)=[CH:21][CH:20]=1, predict the reactants needed to synthesize it. The reactants are: [CH3:1][O:2][C:3]1[CH:8]=[CH:7][C:6]([C:9]([NH:24][C:25]2[CH2:26][O:27][C:28]([CH3:51])([CH3:50])[C:29]([F:49])([F:48])[C@:30]([C:33]3[CH:38]=[C:37](B4OCC(C)(C)CO4)[CH:36]=[CH:35][C:34]=3[F:47])([CH3:32])[N:31]=2)([C:16]2[CH:21]=[CH:20][C:19]([O:22][CH3:23])=[CH:18][CH:17]=2)[C:10]2[CH:15]=[CH:14][CH:13]=[CH:12][CH:11]=2)=[CH:5][CH:4]=1.O1CCCC1.Cl[C:58]1[O:59][C:60]2[CH:66]=[C:65]([Cl:67])[CH:64]=[CH:63][C:61]=2[N:62]=1.C(=O)([O-])[O-].[Cs+].[Cs+]. (7) Given the product [F:28][C:29]([F:48])([F:47])[S:30]([O:11][C:12]1[CH2:16][N:15]([C:17]([O:19][C:20]([CH3:21])([CH3:22])[CH3:23])=[O:18])[C@H:14]([C:24]([O:26][CH3:27])=[O:25])[CH:13]=1)(=[O:32])=[O:31], predict the reactants needed to synthesize it. The reactants are: [Li+].C[Si]([N-][Si](C)(C)C)(C)C.[O:11]=[C:12]1[CH2:16][N:15]([C:17]([O:19][C:20]([CH3:23])([CH3:22])[CH3:21])=[O:18])[C@H:14]([C:24]([O:26][CH3:27])=[O:25])[CH2:13]1.[F:28][C:29]([F:48])([F:47])[S:30](N(C1C=CC=CC=1)[S:30]([C:29]([F:48])([F:47])[F:28])(=[O:32])=[O:31])(=[O:32])=[O:31].CCOC(C)=O.